This data is from Reaction yield outcomes from USPTO patents with 853,638 reactions. The task is: Predict the reaction yield, written as a fraction of the theoretical maximum amount of product (1.0 means a 100% yield; for example, 0.34 means a 34% yield). (1) The reactants are [CH:1]1([N:7]([CH2:34][CH:35]2[CH2:37][CH2:36]2)[C:8]2[N:13]=[CH:12][N:11]=[C:10]([C:14]([NH:16][C:17]3[CH:22]=[CH:21][C:20]([S:23]([CH2:26][CH2:27][CH2:28][C:29]([O:31]CC)=[O:30])(=[O:25])=[O:24])=[CH:19][CH:18]=3)=[O:15])[CH:9]=2)[CH2:6][CH2:5][CH2:4][CH2:3][CH2:2]1.[OH-].[Na+].Cl. The catalyst is C1COCC1. The product is [CH:1]1([N:7]([CH2:34][CH:35]2[CH2:36][CH2:37]2)[C:8]2[N:13]=[CH:12][N:11]=[C:10]([C:14]([NH:16][C:17]3[CH:22]=[CH:21][C:20]([S:23]([CH2:26][CH2:27][CH2:28][C:29]([OH:31])=[O:30])(=[O:25])=[O:24])=[CH:19][CH:18]=3)=[O:15])[CH:9]=2)[CH2:6][CH2:5][CH2:4][CH2:3][CH2:2]1. The yield is 0.810. (2) The reactants are [F:1][C:2]1[CH:10]=[CH:9][C:8]([NH:11][S:12]([C:15]2[S:16][CH:17]=[CH:18][CH:19]=2)(=[O:14])=[O:13])=[C:7]2[C:3]=1[CH:4]=[C:5]([C:23]([O:25][CH2:26][CH3:27])=[O:24])[N:6]2[CH2:20][O:21][CH3:22].CI.[C:30](=O)([O-])[O-].[K+].[K+].CN(C)C=O. The catalyst is C(OCC)(=O)C. The product is [F:1][C:2]1[CH:10]=[CH:9][C:8]([N:11]([CH3:30])[S:12]([C:15]2[S:16][CH:17]=[CH:18][CH:19]=2)(=[O:14])=[O:13])=[C:7]2[C:3]=1[CH:4]=[C:5]([C:23]([O:25][CH2:26][CH3:27])=[O:24])[N:6]2[CH2:20][O:21][CH3:22]. The yield is 0.960. (3) The reactants are [N+:1]([C:4]1[CH:9]=[CH:8][C:7]([N:10]2[C:18]3[CH:17]=[CH:16][N:15]=[C:14]([C:19]#[N:20])[C:13]=3[N:12]=[CH:11]2)=[CH:6][CH:5]=1)([O-])=O.[H][H]. The catalyst is CO.[C].[Pd]. The product is [NH2:1][C:4]1[CH:5]=[CH:6][C:7]([N:10]2[C:18]3[CH:17]=[CH:16][N:15]=[C:14]([C:19]#[N:20])[C:13]=3[N:12]=[CH:11]2)=[CH:8][CH:9]=1. The yield is 0.300. (4) The yield is 0.620. The product is [Cl:22][C:19]1[CH:18]=[CH:17][C:16]([CH:15]2[C:14]3[C:13]([CH3:23])=[N:12][N:11]([CH:24]4[CH2:26][CH2:25]4)[C:10]=3[C:9](=[O:27])[N:8]2[C:6]2[CH:7]=[C:2]([NH:1][C:33](=[O:34])[CH3:32])[C:3]3[N:4]([C:28]([CH3:31])=[N:29][N:30]=3)[N:5]=2)=[CH:21][CH:20]=1. The reactants are [NH2:1][C:2]1[C:3]2[N:4]([C:28]([CH3:31])=[N:29][N:30]=2)[N:5]=[C:6]([N:8]2[CH:15]([C:16]3[CH:21]=[CH:20][C:19]([Cl:22])=[CH:18][CH:17]=3)[C:14]3[C:13]([CH3:23])=[N:12][N:11]([CH:24]4[CH2:26][CH2:25]4)[C:10]=3[C:9]2=[O:27])[CH:7]=1.[CH3:32][C:33](OC(C)=O)=[O:34]. The catalyst is N1C=CC=CC=1. (5) The reactants are Cl.C([O:4][CH:5](OCC)[C:6]1[N:10]=[C:9]([C:11]2[N:15]([CH3:16])[N:14]=[CH:13][CH:12]=2)[N:8]([CH3:17])[N:7]=1)C.C(=O)([O-])[O-].[K+].[K+]. No catalyst specified. The product is [CH3:17][N:8]1[C:9]([C:11]2[N:15]([CH3:16])[N:14]=[CH:13][CH:12]=2)=[N:10][C:6]([CH:5]=[O:4])=[N:7]1. The yield is 0.945. (6) The reactants are [O:1]([C:8]1[CH:9]=[C:10]([CH:13]=[CH:14][CH:15]=1)[CH2:11][OH:12])[C:2]1[CH:7]=[CH:6][CH:5]=[CH:4][CH:3]=1.[CH2:25](P([CH2:25][CH2:26][CH2:27][CH3:28])[CH2:25][CH2:26][CH2:27][CH3:28])[CH2:26][CH2:27][CH3:28].N(C(N1CCCCC1)=O)=NC(N1CCCCC1)=[O:32].[O:47]1[CH2:51]C[CH2:49][CH2:48]1.[C:52]1([CH3:58])[CH:57]=[CH:56][CH:55]=[CH:54][CH:53]=1. The yield is 0.700. No catalyst specified. The product is [CH2:48]([O:47][C:51](=[O:32])[CH2:58][C:52]1[C:57]2[C:56](=[CH:28][C:27]([O:12][CH2:11][C:10]3[CH:13]=[CH:14][CH:15]=[C:8]([O:1][C:2]4[CH:3]=[CH:4][CH:5]=[CH:6][CH:7]=4)[CH:9]=3)=[CH:26][CH:25]=2)[CH2:55][CH2:54][CH:53]=1)[CH3:49]. (7) The reactants are [CH2:1]([O:8][C:9]1[C:10](=[O:18])[CH:11]=[C:12]([C:15]([OH:17])=[O:16])O[CH:14]=1)[C:2]1[CH:7]=[CH:6][CH:5]=[CH:4][CH:3]=1.[OH-].[Na+].Cl.[F:22][C:23]([F:27])([F:26])[CH2:24][NH2:25]. No catalyst specified. The product is [CH2:1]([O:8][C:9]1[C:10](=[O:18])[CH:11]=[C:12]([C:15]([OH:17])=[O:16])[N:25]([CH2:24][C:23]([F:27])([F:26])[F:22])[CH:14]=1)[C:2]1[CH:3]=[CH:4][CH:5]=[CH:6][CH:7]=1. The yield is 0.430. (8) The reactants are [O:1]([C:8]1[CH:9]=[C:10]([CH:13]=[CH:14][CH:15]=1)[CH:11]=O)[C:2]1[CH:7]=[CH:6][CH:5]=[CH:4][CH:3]=1.[CH3:16][O:17][C:18]1[CH:29]=[C:28]2[C:21]([NH:22][CH:23]=[C:24]2[CH2:25][CH2:26][NH2:27])=[CH:20][CH:19]=1.[BH4-].[Na+].CCOC(C)=O. The catalyst is CO. The product is [NH4+:22].[OH-:1].[CH3:16][O:17][C:18]1[CH:29]=[C:28]2[C:21](=[CH:20][CH:19]=1)[NH:22][CH:23]=[C:24]2[CH2:25][CH2:26][NH:27][CH2:11][C:10]1[CH:13]=[CH:14][CH:15]=[C:8]([O:1][C:2]2[CH:7]=[CH:6][CH:5]=[CH:4][CH:3]=2)[CH:9]=1. The yield is 0.0200. (9) The reactants are CCN(CC)CC.[Si:8]([O:15]S(C(F)(F)F)(=O)=O)([C:11]([CH3:14])([CH3:13])[CH3:12])([CH3:10])[CH3:9].[CH3:23][C:24]1[C:25]([O:37][C:38]2[CH:43]=[CH:42][CH:41]=[CH:40][CH:39]=2)=[N:26][C:27]2[C:32]([CH:33]=1)=[CH:31][CH:30]=[CH:29][C:28]=2[C:34](=O)[CH3:35]. The catalyst is C(Cl)Cl. The product is [Si:8]([O:15][C:34]([C:28]1[CH:29]=[CH:30][CH:31]=[C:32]2[C:27]=1[N:26]=[C:25]([O:37][C:38]1[CH:43]=[CH:42][CH:41]=[CH:40][CH:39]=1)[C:24]([CH3:23])=[CH:33]2)=[CH2:35])([C:11]([CH3:14])([CH3:13])[CH3:12])([CH3:10])[CH3:9]. The yield is 0.950. (10) The reactants are [Br:1][C:2]1[CH:3]=[C:4]([N:8]2[C:16]3[C:11](=[CH:12][C:13]([CH:17]=[O:18])=[CH:14][CH:15]=3)[C:10]([C:19]([O:21][CH3:22])=[O:20])=[N:9]2)[CH:5]=[CH:6][CH:7]=1.O1CCC[CH2:24]1. No catalyst specified. The product is [Br:1][C:2]1[CH:3]=[C:4]([N:8]2[C:16]3[C:11](=[CH:12][C:13]([CH:17]([OH:18])[CH3:24])=[CH:14][CH:15]=3)[C:10]([C:19]([O:21][CH3:22])=[O:20])=[N:9]2)[CH:5]=[CH:6][CH:7]=1. The yield is 0.640.